From a dataset of Merck oncology drug combination screen with 23,052 pairs across 39 cell lines. Regression. Given two drug SMILES strings and cell line genomic features, predict the synergy score measuring deviation from expected non-interaction effect. (1) Drug 1: O=S1(=O)NC2(CN1CC(F)(F)F)C1CCC2Cc2cc(C=CCN3CCC(C(F)(F)F)CC3)ccc2C1. Drug 2: CN(C)C(=N)N=C(N)N. Cell line: SKMES1. Synergy scores: synergy=8.38. (2) Drug 1: Cn1nnc2c(C(N)=O)ncn2c1=O. Drug 2: Cn1c(=O)n(-c2ccc(C(C)(C)C#N)cc2)c2c3cc(-c4cnc5ccccc5c4)ccc3ncc21. Cell line: SKMEL30. Synergy scores: synergy=44.5. (3) Drug 1: COc1cc(C2c3cc4c(cc3C(OC3OC5COC(C)OC5C(O)C3O)C3COC(=O)C23)OCO4)cc(OC)c1O. Drug 2: CCc1cnn2c(NCc3ccc[n+]([O-])c3)cc(N3CCCCC3CCO)nc12. Cell line: SW620. Synergy scores: synergy=-11.1. (4) Drug 1: CC1(c2nc3c(C(N)=O)cccc3[nH]2)CCCN1. Drug 2: CCC1(O)C(=O)OCc2c1cc1n(c2=O)Cc2cc3c(CN(C)C)c(O)ccc3nc2-1. Cell line: PA1. Synergy scores: synergy=-7.17. (5) Drug 1: COc1cc(C2c3cc4c(cc3C(OC3OC5COC(C)OC5C(O)C3O)C3COC(=O)C23)OCO4)cc(OC)c1O. Drug 2: CS(=O)(=O)CCNCc1ccc(-c2ccc3ncnc(Nc4ccc(OCc5cccc(F)c5)c(Cl)c4)c3c2)o1. Cell line: A427. Synergy scores: synergy=-14.4. (6) Synergy scores: synergy=0.963. Drug 1: CCC1(O)C(=O)OCc2c1cc1n(c2=O)Cc2cc3c(CN(C)C)c(O)ccc3nc2-1. Cell line: NCIH460. Drug 2: CNC(=O)c1cc(Oc2ccc(NC(=O)Nc3ccc(Cl)c(C(F)(F)F)c3)cc2)ccn1.